From a dataset of Experimentally validated miRNA-target interactions with 360,000+ pairs, plus equal number of negative samples. Binary Classification. Given a miRNA mature sequence and a target amino acid sequence, predict their likelihood of interaction. (1) The miRNA is hsa-miR-296-3p with sequence GAGGGUUGGGUGGAGGCUCUCC. The protein sequence of the target gene is METPSQRRATRSGAQASSTPLSPTRITRLQEKEDLQELNDRLAVYIDRVRSLETENAGLRLRITESEEVVSREVSGIKAAYEAELGDARKTLDSVAKERARLQLELSKVREEFKELKARNTKKEGDLLAAQARLKDLEALLNSKEAALSTALSEKRTLEGELHDLRGQVAKLEAALGEAKKQLQDEMLRRVDAENRLQTLKEELDFQKNIYSEELRETKRRHETRLVEIDNGKQREFESRLADALQELRAQHEDQVEQYKKELEKTYSAKLDNARQSAERNSNLVGAAHEELQQSRIRID.... Result: 0 (no interaction). (2) The miRNA is cel-miR-266 with sequence AGGCAAGACUUUGGCAAAGC. The protein sequence of the target gene is MSYPVTSQPQCATTSCYQTQLSDWHTGLTDCCNDMPVCLCGTFAPLCLACRISDDFGECCCAPYLPGGLHSIRTGMRERYHIQGSVGHDWAALTFCLPCALCQMARELKIRE. Result: 0 (no interaction). (3) The miRNA is mmu-miR-429-3p with sequence UAAUACUGUCUGGUAAUGCCGU. The protein sequence of the target gene is MLRRLDKIRFRGHKRDDFLDLAESPNASDTECSDEIPLKVPRTSPRDSEELRDPAGPGTLIMATGVQDFNRTEFDRLNEIKGHLEIALLEKHFLQEELRKLREETNAEMLRQELDRERQRRMELEQKVQEVLKARTEEQMAQQPPKGQAQASNGAERRSQGLSSRLQKWFYERFGEYVEDFRFQPEENTVETEEPLSARRLTENMRRLKRGAKPVTNFVKNLSALSDWYSVYTSAIAFTVYMNAVWHGWAIPLFLFLAILRLSLNYLIARGWRIQWSIVPEVSEPVEPPKEDLTVSEKFQ.... Result: 0 (no interaction). (4) The miRNA is ath-miR160b with sequence UGCCUGGCUCCCUGUAUGCCA. The protein sequence of the target gene is MELHFGSCLSGCLALLVLLPSLSLAQYEGWPYQLQYPEYFQQPAPEHHQRQVPSDVVKIQVRLAGQKRKHNEGRVEVYYEGQWGTVCDDDFSIHAAHVVCRQVGYVEAKSWAASSSYGPGEGPIWLDNIYCTGKESTLASCSSNGWGVTDCKHTEDVGVVCSEKRIPGFKFDNSLINQIESLNIQVEDIRIRPILSAFRHRKPVTEGYVEVKEGKAWKQICNKHWTAKNSHVVCGMFGFPAEKTYNPKAYKTFASRRKLRYWKFSMNCTGTEAHISSCKLGPSVTRDPVKNATCENGQPA.... Result: 0 (no interaction). (5) The miRNA is hsa-miR-551b-3p with sequence GCGACCCAUACUUGGUUUCAG. The protein sequence of the target gene is MGRRPARCYRYCKNKPYPKSRFCRGVPDAKIRIFDLGRKKAKVDEFPLGGHMVSDEYEQLSSEALEAARICANKYMVKSCGRDGFHMRVRLHPFHVIRINKMLSCAGADRLQTGMRGAFGKPQGTVARVHIGQVIMSIRTKLQNEEHVIEALRRAKFKFPGRQKIHISKKWGFTKFNADEFEDMVAKKCLIPDGCGVKYVPSHGPLDKWRVLHS. Result: 0 (no interaction).